From a dataset of Catalyst prediction with 721,799 reactions and 888 catalyst types from USPTO. Predict which catalyst facilitates the given reaction. (1) Product: [OH:16][C:15]1[C:9]2[C@:8]3([CH3:36])[C:34](=[O:35])[C:4](/[C:1](=[N:42]/[O:41][CH2:40][CH2:39][OH:38])/[CH3:2])=[C:5]([OH:37])[CH:6]=[C:7]3[O:11][C:10]=2[C:12]([C:19]([NH:21][CH2:22][C:23]2[C:32]3[C:27](=[CH:28][CH:29]=[CH:30][CH:31]=3)[CH:26]=[CH:25][C:24]=2[CH3:33])=[O:20])=[C:13]([O:17][CH3:18])[CH:14]=1. The catalyst class is: 83. Reactant: [C:1]([C:4]1[C:34](=[O:35])[C@@:8]2([CH3:36])[C:9]3[C:15]([OH:16])=[CH:14][C:13]([O:17][CH3:18])=[C:12]([C:19]([NH:21][CH2:22][C:23]4[C:32]5[C:27](=[CH:28][CH:29]=[CH:30][CH:31]=5)[CH:26]=[CH:25][C:24]=4[CH3:33])=[O:20])[C:10]=3[O:11][C:7]2=[CH:6][C:5]=1[OH:37])(=O)[CH3:2].[OH:38][CH2:39][CH2:40][O:41][NH2:42]. (2) Product: [Br:9][C:6]1[N:2]([CH3:1])[CH:3]=[N:4][C:5]=1[CH:7]=[O:8]. Reactant: [CH3:1][N:2]1[CH:6]=[C:5]([CH:7]=[O:8])[N:4]=[CH:3]1.[Br:9]N1C(=O)CCC1=O.C(Cl)(Cl)Cl. The catalyst class is: 813.